Predict the reaction yield, written as a fraction of the theoretical maximum amount of product (1.0 means a 100% yield; for example, 0.34 means a 34% yield). From a dataset of Reaction yield outcomes from USPTO patents with 853,638 reactions. (1) The reactants are [C:1]([O:5][C:6]([N:8]1[CH2:13][CH2:12][CH:11]([CH2:14]O)[CH:10]([NH:16][CH2:17][C:18]2[CH:23]=[CH:22][CH:21]=[CH:20][CH:19]=2)[CH2:9]1)=[O:7])([CH3:4])([CH3:3])[CH3:2].C(N(CC)CC)C.CS(Cl)(=O)=O.C([O-])([O-])=O.[Cs+].[Cs+]. The catalyst is C1COCC1. The product is [C:1]([O:5][C:6]([N:8]1[CH2:13][CH2:12][CH:11]2[CH:10]([N:16]([CH2:17][C:18]3[CH:23]=[CH:22][CH:21]=[CH:20][CH:19]=3)[CH2:14]2)[CH2:9]1)=[O:7])([CH3:4])([CH3:3])[CH3:2]. The yield is 0.840. (2) The reactants are [C:1]([O:5][C:6]([NH:8][C@@H:9]([C:29]([OH:31])=[O:30])[CH2:10][CH2:11][C:12]([NH:14][C@@H:15]([C:26]([OH:28])=[O:27])[CH2:16][C:17]1[C:25]2[C:20](=[CH:21][CH:22]=[CH:23][CH:24]=2)[NH:19][CH:18]=1)=[O:13])=[O:7])([CH3:4])([CH3:3])[CH3:2].C(=O)([O-])[O-].[K+].[K+].I[CH2:39][CH2:40][CH:41]([CH3:43])[CH3:42].O. The catalyst is CN(C=O)C. The product is [C:1]([O:5][C:6]([NH:8][C@H:9]([CH2:10][CH2:11][C:12]([NH:14][C@H:15]([CH2:16][C:17]1[C:25]2[C:20](=[CH:21][CH:22]=[CH:23][CH:24]=2)[NH:19][CH:18]=1)[C:26]([O:28][CH2:15][CH2:16][CH:17]([CH3:25])[CH3:18])=[O:27])=[O:13])[C:29]([O:31][CH2:39][CH2:40][CH:41]([CH3:43])[CH3:42])=[O:30])=[O:7])([CH3:4])([CH3:2])[CH3:3]. The yield is 0.851. (3) The reactants are [OH:1][CH:2]1[CH2:7][CH2:6][CH:5]([NH:8][C:9]2[CH:16]=[C:15]([N:17]3[CH:25]4[C:20]([CH2:21][CH2:22][CH2:23][CH2:24]4)=[C:19]([CH2:26][CH2:27][OH:28])[C:18]3=[O:29])[CH:14]=[CH:13][C:10]=2[C:11]#[N:12])[CH2:4][CH2:3]1.CC[OH:32].[OH-].[Na+].OO. The catalyst is CS(C)=O. The product is [OH:1][CH:2]1[CH2:7][CH2:6][CH:5]([NH:8][C:9]2[CH:16]=[C:15]([N:17]3[CH:25]4[C:20]([CH2:21][CH2:22][CH2:23][CH2:24]4)=[C:19]([CH2:26][CH2:27][OH:28])[C:18]3=[O:29])[CH:14]=[CH:13][C:10]=2[C:11]([NH2:12])=[O:32])[CH2:4][CH2:3]1. The yield is 0.150. (4) The reactants are [Br:1]N1C(=O)CCC1=O.[F:9][C:10]1[CH:25]=[C:24]([N+:26]([O-:28])=[O:27])[CH:23]=[CH:22][C:11]=1[O:12][C:13]1[C:14]2[N:15]([CH:19]=[CH:20][CH:21]=2)[N:16]=[CH:17][CH:18]=1. The catalyst is C(Cl)(Cl)Cl. The product is [Br:1][C:21]1[CH:20]=[CH:19][N:15]2[C:14]=1[C:13]([O:12][C:11]1[CH:22]=[CH:23][C:24]([N+:26]([O-:28])=[O:27])=[CH:25][C:10]=1[F:9])=[CH:18][CH:17]=[N:16]2. The yield is 0.280. (5) The reactants are Cl.[Cl:2][C:3]1[CH:4]=[C:5]([N:9]2[C:13]([CH2:14][NH2:15])=[CH:12][C:11]([C:16]([F:19])([F:18])[F:17])=[N:10]2)[CH:6]=[CH:7][CH:8]=1.C(N(CC)CC)C.[OH:27][CH2:28][CH2:29][N:30]([CH2:32][C:33]1[N:38]=[CH:37][C:36]([NH:39][C:40](=O)[O:41]C2C=CC=CC=2)=[CH:35][CH:34]=1)[CH3:31]. The catalyst is ClCCl.O. The product is [Cl:2][C:3]1[CH:4]=[C:5]([N:9]2[C:13]([CH2:14][NH:15][C:40]([NH:39][C:36]3[CH:37]=[N:38][C:33]([CH2:32][N:30]([CH2:29][CH2:28][OH:27])[CH3:31])=[CH:34][CH:35]=3)=[O:41])=[CH:12][C:11]([C:16]([F:17])([F:18])[F:19])=[N:10]2)[CH:6]=[CH:7][CH:8]=1. The yield is 0.430. (6) The reactants are [CH:1]([NH:4][C:5]([N:7]1[CH2:12][CH2:11][CH:10]([CH2:13][C:14]2[CH:19]=[CH:18][C:17]([NH2:20])=[CH:16][CH:15]=2)[CH2:9][CH2:8]1)=[O:6])([CH3:3])[CH3:2].S(O)(O)(=O)=O.Cl[C:27]1[NH:28][CH2:29][CH2:30][N:31]=1. The catalyst is CC(O)C. The product is [CH:1]([NH:4][C:5]([N:7]1[CH2:8][CH2:9][CH:10]([CH2:13][C:14]2[CH:15]=[CH:16][C:17]([NH:20][C:27]3[NH:31][CH2:30][CH2:29][N:28]=3)=[CH:18][CH:19]=2)[CH2:11][CH2:12]1)=[O:6])([CH3:3])[CH3:2]. The yield is 0.590. (7) The reactants are [S:1](=[O:35])(=[O:34])([O:3][CH2:4][C@@H:5]1[C@@H:12]2[C@@H:8]([O:9]C(C)(C)[O:11]2)[C@H:7]([N:15]2[CH:23]=[N:22][C:21]3[C:16]2=[N:17][CH:18]=[N:19][C:20]=3[NH:24][C@@H:25]2[C:33]3[C:28](=[CH:29][CH:30]=[CH:31][CH:32]=3)[CH2:27][CH2:26]2)[O:6]1)[NH2:2]. The catalyst is FC(F)(F)C(O)=O.O. The product is [S:1](=[O:35])(=[O:34])([O:3][CH2:4][C@@H:5]1[C@@H:12]([OH:11])[C@@H:8]([OH:9])[C@H:7]([N:15]2[CH:23]=[N:22][C:21]3[C:16]2=[N:17][CH:18]=[N:19][C:20]=3[NH:24][C@@H:25]2[C:33]3[C:28](=[CH:29][CH:30]=[CH:31][CH:32]=3)[CH2:27][CH2:26]2)[O:6]1)[NH2:2]. The yield is 0.670.